From a dataset of Forward reaction prediction with 1.9M reactions from USPTO patents (1976-2016). Predict the product of the given reaction. Given the reactants [C:1]([O:5][C:6]([NH:8][CH:9]([CH2:16][S:17][C:18]1[CH:23]=[CH:22][CH:21]=[CH:20][CH:19]=1)[CH2:10][CH2:11][C:12](OC)=[O:13])=[O:7])([CH3:4])([CH3:3])[CH3:2].C([BH-](CC)CC)C.[Li+], predict the reaction product. The product is: [OH:13][CH2:12][CH2:11][CH2:10][CH:9]([NH:8][C:6](=[O:7])[O:5][C:1]([CH3:3])([CH3:2])[CH3:4])[CH2:16][S:17][C:18]1[CH:19]=[CH:20][CH:21]=[CH:22][CH:23]=1.